From a dataset of Catalyst prediction with 721,799 reactions and 888 catalyst types from USPTO. Predict which catalyst facilitates the given reaction. (1) Reactant: [C:1]([O:5][C:6]([NH:8][S:9]([NH:12][C:13]1[CH:14]=[C:15]([CH:32]=[CH:33][CH:34]=1)[CH2:16][N:17](C(=O)C(F)(F)F)[CH2:18][C:19]([O:21][C:22]([CH3:25])([CH3:24])[CH3:23])=[O:20])(=[O:11])=[O:10])=[O:7])([CH3:4])([CH3:3])[CH3:2].C(=O)([O-])[O-].[K+].[K+]. Product: [C:1]([O:5][C:6]([NH:8][S:9]([NH:12][C:13]1[CH:14]=[C:15]([CH:32]=[CH:33][CH:34]=1)[CH2:16][NH:17][CH2:18][C:19]([O:21][C:22]([CH3:25])([CH3:24])[CH3:23])=[O:20])(=[O:10])=[O:11])=[O:7])([CH3:4])([CH3:2])[CH3:3]. The catalyst class is: 5. (2) Reactant: [CH2:1]([CH:3]1[C:8](=O)[NH:7][C:6]2[CH:10]=[CH:11][CH:12]=[C:13]([CH:14]([CH3:16])[CH3:15])[C:5]=2[O:4]1)[CH3:2].B.O1CCCC1.Cl.C(=O)([O-])O.[Na+]. Product: [CH2:1]([CH:3]1[CH2:8][NH:7][C:6]2[CH:10]=[CH:11][CH:12]=[C:13]([CH:14]([CH3:15])[CH3:16])[C:5]=2[O:4]1)[CH3:2]. The catalyst class is: 30.